Dataset: NCI-60 drug combinations with 297,098 pairs across 59 cell lines. Task: Regression. Given two drug SMILES strings and cell line genomic features, predict the synergy score measuring deviation from expected non-interaction effect. (1) Synergy scores: CSS=36.9, Synergy_ZIP=1.27, Synergy_Bliss=-2.42, Synergy_Loewe=-45.2, Synergy_HSA=-2.58. Drug 1: CC=C1C(=O)NC(C(=O)OC2CC(=O)NC(C(=O)NC(CSSCCC=C2)C(=O)N1)C(C)C)C(C)C. Drug 2: COC1=C2C(=CC3=C1OC=C3)C=CC(=O)O2. Cell line: NCI/ADR-RES. (2) Drug 1: C1=NC2=C(N1)C(=S)N=CN2. Drug 2: CCC1(C2=C(COC1=O)C(=O)N3CC4=CC5=C(C=CC(=C5CN(C)C)O)N=C4C3=C2)O.Cl. Cell line: BT-549. Synergy scores: CSS=38.6, Synergy_ZIP=-1.27, Synergy_Bliss=-3.27, Synergy_Loewe=-2.75, Synergy_HSA=1.17. (3) Drug 1: CC1C(C(=O)NC(C(=O)N2CCCC2C(=O)N(CC(=O)N(C(C(=O)O1)C(C)C)C)C)C(C)C)NC(=O)C3=C4C(=C(C=C3)C)OC5=C(C(=O)C(=C(C5=N4)C(=O)NC6C(OC(=O)C(N(C(=O)CN(C(=O)C7CCCN7C(=O)C(NC6=O)C(C)C)C)C)C(C)C)C)N)C. Drug 2: C(CN)CNCCSP(=O)(O)O. Cell line: DU-145. Synergy scores: CSS=8.19, Synergy_ZIP=14.3, Synergy_Bliss=20.8, Synergy_Loewe=9.81, Synergy_HSA=13.3. (4) Drug 1: CCCCC(=O)OCC(=O)C1(CC(C2=C(C1)C(=C3C(=C2O)C(=O)C4=C(C3=O)C=CC=C4OC)O)OC5CC(C(C(O5)C)O)NC(=O)C(F)(F)F)O. Drug 2: CN1C2=C(C=C(C=C2)N(CCCl)CCCl)N=C1CCCC(=O)O.Cl. Cell line: OVCAR-8. Synergy scores: CSS=19.5, Synergy_ZIP=0.135, Synergy_Bliss=1.34, Synergy_Loewe=-11.8, Synergy_HSA=-0.630. (5) Drug 1: CC1=C(C(CCC1)(C)C)C=CC(=CC=CC(=CC(=O)O)C)C. Drug 2: CC1C(C(CC(O1)OC2CC(CC3=C2C(=C4C(=C3O)C(=O)C5=C(C4=O)C(=CC=C5)OC)O)(C(=O)CO)O)N)O.Cl. Cell line: HCC-2998. Synergy scores: CSS=26.4, Synergy_ZIP=1.58, Synergy_Bliss=3.08, Synergy_Loewe=-14.5, Synergy_HSA=0.0132. (6) Drug 2: CCC(=C(C1=CC=CC=C1)C2=CC=C(C=C2)OCCN(C)C)C3=CC=CC=C3.C(C(=O)O)C(CC(=O)O)(C(=O)O)O. Synergy scores: CSS=13.6, Synergy_ZIP=-5.55, Synergy_Bliss=-1.63, Synergy_Loewe=-7.18, Synergy_HSA=-2.65. Cell line: OVCAR3. Drug 1: C1CN1P(=S)(N2CC2)N3CC3. (7) Drug 1: CC1=C2C(C(=O)C3(C(CC4C(C3C(C(C2(C)C)(CC1OC(=O)C(C(C5=CC=CC=C5)NC(=O)OC(C)(C)C)O)O)OC(=O)C6=CC=CC=C6)(CO4)OC(=O)C)O)C)O. Drug 2: CCN(CC)CCNC(=O)C1=C(NC(=C1C)C=C2C3=C(C=CC(=C3)F)NC2=O)C. Cell line: HCT-15. Synergy scores: CSS=8.09, Synergy_ZIP=-2.20, Synergy_Bliss=-6.75, Synergy_Loewe=-10.4, Synergy_HSA=-8.12. (8) Drug 1: C1=CC(=CC=C1C#N)C(C2=CC=C(C=C2)C#N)N3C=NC=N3. Drug 2: C1CN(CCN1C(=O)CCBr)C(=O)CCBr. Cell line: IGROV1. Synergy scores: CSS=20.8, Synergy_ZIP=-3.28, Synergy_Bliss=1.49, Synergy_Loewe=3.85, Synergy_HSA=3.61. (9) Drug 1: CC1C(C(=O)NC(C(=O)N2CCCC2C(=O)N(CC(=O)N(C(C(=O)O1)C(C)C)C)C)C(C)C)NC(=O)C3=C4C(=C(C=C3)C)OC5=C(C(=O)C(=C(C5=N4)C(=O)NC6C(OC(=O)C(N(C(=O)CN(C(=O)C7CCCN7C(=O)C(NC6=O)C(C)C)C)C)C(C)C)C)N)C. Drug 2: CC1=C(C(CCC1)(C)C)C=CC(=CC=CC(=CC(=O)O)C)C. Cell line: KM12. Synergy scores: CSS=53.9, Synergy_ZIP=3.99, Synergy_Bliss=3.42, Synergy_Loewe=-54.1, Synergy_HSA=2.23.